From a dataset of Full USPTO retrosynthesis dataset with 1.9M reactions from patents (1976-2016). Predict the reactants needed to synthesize the given product. (1) Given the product [ClH:46].[Cl:46][C:42]1[C:41]([F:47])=[C:40]([NH:39][C:30]2[C:29]3[C:34](=[CH:35][C:36]([O:37][CH3:38])=[C:27]([CH2:26][N:24]([CH3:25])[C:11]4([C:9]([NH2:8])=[O:10])[CH2:16][CH2:15][NH:14][CH2:13][CH2:12]4)[CH:28]=3)[N:33]=[CH:32][N:31]=2)[CH:45]=[CH:44][CH:43]=1, predict the reactants needed to synthesize it. The reactants are: FC(F)(F)C(O)=O.[NH2:8][C:9]([C:11]1([N:24]([CH2:26][C:27]2[CH:28]=[C:29]3[C:34](=[CH:35][C:36]=2[O:37][CH3:38])[N:33]=[CH:32][N:31]=[C:30]3[NH:39][C:40]2[CH:45]=[CH:44][CH:43]=[C:42]([Cl:46])[C:41]=2[F:47])[CH3:25])[CH2:16][CH2:15][N:14](C(OC(C)(C)C)=O)[CH2:13][CH2:12]1)=[O:10]. (2) Given the product [CH3:21][O:20][C:18]1[C:17]([O:22][CH3:23])=[CH:16][N:15]=[C:14]([NH:13][C:11](=[O:12])[CH2:10][N:6]2[CH:5]=[C:4]([N+:1]([O-:3])=[O:2])[CH:8]=[N:7]2)[N:19]=1, predict the reactants needed to synthesize it. The reactants are: [N+:1]([C:4]1[CH:5]=[N:6][NH:7][CH:8]=1)([O-:3])=[O:2].Cl[CH2:10][C:11]([NH:13][C:14]1[N:19]=[C:18]([O:20][CH3:21])[C:17]([O:22][CH3:23])=[CH:16][N:15]=1)=[O:12].C([O-])([O-])=O.[Cs+].[Cs+].CC#N. (3) Given the product [N:32]([C:35]1[C:36]([N+:42]([O-:44])=[O:43])=[C:37]([N:4]2[CH2:5][CH2:6][N:1]([CH2:7][CH2:8][O:9][C:10]3[C:18]4[N:17]=[C:16]([C:19]([F:20])([F:22])[F:21])[NH:15][C:14]=4[CH:13]=[CH:12][CH:11]=3)[CH2:2][CH2:3]2)[CH:38]=[CH:39][CH:40]=1)=[N+:33]=[N-:34], predict the reactants needed to synthesize it. The reactants are: [N:1]1([CH2:7][CH2:8][O:9][C:10]2[C:18]3[N:17]=[C:16]([C:19]([F:22])([F:21])[F:20])[NH:15][C:14]=3[CH:13]=[CH:12][CH:11]=2)[CH2:6][CH2:5][NH:4][CH2:3][CH2:2]1.C(N(C(C)C)CC)(C)C.[N:32]([C:35]1[CH:40]=[CH:39][CH:38]=[C:37](F)[C:36]=1[N+:42]([O-:44])=[O:43])=[N+:33]=[N-:34]. (4) Given the product [CH2:1]([O:3][C:4](=[O:33])[CH2:5][N:6]([S:39]([N:37]([CH:34]([CH3:36])[CH3:35])[CH3:38])(=[O:41])=[O:40])[CH2:7][C:8]1[CH:13]=[CH:12][CH:11]=[C:10]([O:14][CH2:15][CH2:16][C:17]2[N:18]=[C:19]([C:23]3[CH:28]=[CH:27][C:26]([C:29]([F:30])([F:32])[F:31])=[CH:25][CH:24]=3)[O:20][C:21]=2[CH3:22])[CH:9]=1)[CH3:2], predict the reactants needed to synthesize it. The reactants are: [CH2:1]([O:3][C:4](=[O:33])[CH2:5][NH:6][CH2:7][C:8]1[CH:13]=[CH:12][CH:11]=[C:10]([O:14][CH2:15][CH2:16][C:17]2[N:18]=[C:19]([C:23]3[CH:28]=[CH:27][C:26]([C:29]([F:32])([F:31])[F:30])=[CH:25][CH:24]=3)[O:20][C:21]=2[CH3:22])[CH:9]=1)[CH3:2].[CH:34]([N:37]([S:39](Cl)(=[O:41])=[O:40])[CH3:38])([CH3:36])[CH3:35].C(N(CC)CC)C. (5) Given the product [F:16][C:2]([F:1])([F:15])[CH2:3][S:4][C:5]1[NH:9][N:8]=[N:7][C:6]=1[C:10]([OH:12])=[O:11], predict the reactants needed to synthesize it. The reactants are: [F:1][C:2]([F:16])([F:15])[CH2:3][S:4][C:5]1[NH:9][N:8]=[N:7][C:6]=1[C:10]([O:12]CC)=[O:11]. (6) The reactants are: [Cl:1][C:2]1[C:11]2[C:6](=[CH:7][CH:8]=[C:9]([C:12]([F:15])([F:14])[F:13])[CH:10]=2)[N:5]=[C:4]([CH3:16])[C:3]=1[C:17]([O:19][CH3:20])=[O:18].[Br:21]N1C(=O)CCC1=O.N(C(C)(C)C#N)=NC(C)(C)C#N. Given the product [Br:21][CH2:16][C:4]1[C:3]([C:17]([O:19][CH3:20])=[O:18])=[C:2]([Cl:1])[C:11]2[C:6](=[CH:7][CH:8]=[C:9]([C:12]([F:13])([F:15])[F:14])[CH:10]=2)[N:5]=1, predict the reactants needed to synthesize it.